From a dataset of Forward reaction prediction with 1.9M reactions from USPTO patents (1976-2016). Predict the product of the given reaction. (1) Given the reactants [CH2:1]([O:8][C:9](=[O:18])[NH:10][CH:11]1[CH2:16][CH2:15][CH2:14][CH:13]([OH:17])[CH2:12]1)[C:2]1[CH:7]=[CH:6][CH:5]=[CH:4][CH:3]=1.C1C=C[NH+]=CC=1.[O-][Cr](Cl)(=O)=O, predict the reaction product. The product is: [CH2:1]([O:8][C:9](=[O:18])[NH:10][CH:11]1[CH2:16][CH2:15][CH2:14][C:13](=[O:17])[CH2:12]1)[C:2]1[CH:3]=[CH:4][CH:5]=[CH:6][CH:7]=1. (2) Given the reactants [CH3:1][O:2][C:3]1[CH:4]=[CH:5][C:6]2[C:7](=O)[C:8]3[C:13]([NH:14][C:15]=2[CH:16]=1)=[CH:12][CH:11]=[CH:10][CH:9]=3.[H-].[H-].[H-].[H-].[Li+].[Al+3].C1(C)C=CC=CC=1.[OH-].[Na+], predict the reaction product. The product is: [CH3:1][O:2][C:3]1[CH:4]=[CH:5][C:6]2[CH2:7][C:8]3[C:13]([NH:14][C:15]=2[CH:16]=1)=[CH:12][CH:11]=[CH:10][CH:9]=3. (3) Given the reactants [NH2:1][C:2]1[CH:7]=[CH:6][C:5]([S:8]([CH2:11][C:12]([CH2:17][OH:18])([CH2:15][OH:16])[CH2:13][OH:14])(=[O:10])=[O:9])=[C:4]([O:19][CH3:20])[CH:3]=1.[C:21]([C:25]1[CH:26]=[C:27]([NH:38][C:39]([NH:41][C:42]2[C:51]3[C:46](=[CH:47][CH:48]=[CH:49][CH:50]=3)[C:45]([O:52][C:53]3[CH:58]=[CH:57][N:56]=[C:55](Cl)[CH:54]=3)=[CH:44][CH:43]=2)=[O:40])[C:28]([O:36][CH3:37])=[C:29]([NH:31][S:32]([CH3:35])(=[O:34])=[O:33])[CH:30]=1)([CH3:24])([CH3:23])[CH3:22].C([O-])([O-])=O.[K+].[K+].CC(C1C=C(C(C)C)C(C2C(P(C3CCCCC3)C3CCCCC3)=C(OC)C=CC=2OC)=C(C(C)C)C=1)C, predict the reaction product. The product is: [C:21]([C:25]1[CH:26]=[C:27]([NH:38][C:39]([NH:41][C:42]2[C:51]3[C:46](=[CH:47][CH:48]=[CH:49][CH:50]=3)[C:45]([O:52][C:53]3[CH:58]=[CH:57][N:56]=[C:55]([NH:1][C:2]4[CH:7]=[CH:6][C:5]([S:8]([CH2:11][C:12]([CH2:13][OH:14])([CH2:17][OH:18])[CH2:15][OH:16])(=[O:9])=[O:10])=[C:4]([O:19][CH3:20])[CH:3]=4)[CH:54]=3)=[CH:44][CH:43]=2)=[O:40])[C:28]([O:36][CH3:37])=[C:29]([NH:31][S:32]([CH3:35])(=[O:33])=[O:34])[CH:30]=1)([CH3:24])([CH3:22])[CH3:23].